This data is from Forward reaction prediction with 1.9M reactions from USPTO patents (1976-2016). The task is: Predict the product of the given reaction. (1) Given the reactants [F:1][C:2]([F:10])([F:9])[C@@:3]([OH:8])([CH3:7])[C:4]([OH:6])=[O:5].C(=O)([O-])[O-].[K+].[K+].[CH2:17](Br)[C:18]1[CH:23]=[CH:22][CH:21]=[CH:20][CH:19]=1.O, predict the reaction product. The product is: [F:1][C:2]([F:10])([F:9])[C@@:3]([OH:8])([CH3:7])[C:4]([O:6][CH2:17][C:18]1[CH:23]=[CH:22][CH:21]=[CH:20][CH:19]=1)=[O:5]. (2) The product is: [CH3:25][O:26][C:27](=[O:28])[NH:1][C@H:2]1[CH2:7][CH2:6][C@H:5]([CH2:8][CH2:9][N:10]2[CH2:11][CH2:12][CH:13]([C:16](=[O:17])[C:18]3[CH:23]=[CH:22][C:21]([F:24])=[CH:20][CH:19]=3)[CH2:14][CH2:15]2)[CH2:4][CH2:3]1. Given the reactants [NH2:1][C@H:2]1[CH2:7][CH2:6][C@H:5]([CH2:8][CH2:9][N:10]2[CH2:15][CH2:14][CH:13]([C:16]([C:18]3[CH:23]=[CH:22][C:21]([F:24])=[CH:20][CH:19]=3)=[O:17])[CH2:12][CH2:11]2)[CH2:4][CH2:3]1.[CH3:25][O:26][C:27](O[C:27]([O:26][CH3:25])=[O:28])=[O:28].C(N(CC)CC)C.C(=O)(O)[O-].[Na+], predict the reaction product. (3) Given the reactants C[O:2][C:3]1[CH:8]=[CH:7][C:6]([C:9]2[N:14]([CH3:15])[C:13](=[O:16])[CH:12]=[N:11][C:10]=2[CH3:17])=[C:5]([CH3:18])[CH:4]=1.B(Br)(Br)Br, predict the reaction product. The product is: [OH:2][C:3]1[CH:8]=[CH:7][C:6]([C:9]2[N:14]([CH3:15])[C:13](=[O:16])[CH:12]=[N:11][C:10]=2[CH3:17])=[C:5]([CH3:18])[CH:4]=1. (4) Given the reactants COS([CH2:6][C@H:7]1[O:32][C:11]2=[C:12]3[C:16](=[CH:17][CH:18]=[C:10]2[O:9][CH2:8]1)[NH:15][N:14]=[C:13]3[S:19]([C:22]1[C:31]2[C:26](=[CH:27][CH:28]=[CH:29][CH:30]=2)[CH:25]=[CH:24][CH:23]=1)(=[O:21])=[O:20])(=O)=O.[CH3:33][NH2:34].[ClH:35].CCOCC, predict the reaction product. The product is: [ClH:35].[CH3:33][NH:34][CH2:6][C@@H:7]1[O:32][C:11]2=[C:12]3[C:16](=[CH:17][CH:18]=[C:10]2[O:9][CH2:8]1)[NH:15][N:14]=[C:13]3[S:19]([C:22]1[C:31]2[C:26](=[CH:27][CH:28]=[CH:29][CH:30]=2)[CH:25]=[CH:24][CH:23]=1)(=[O:20])=[O:21].